Dataset: Catalyst prediction with 721,799 reactions and 888 catalyst types from USPTO. Task: Predict which catalyst facilitates the given reaction. (1) Reactant: [CH:1]([N:4]1[C:8]2=[N:9][C:10]([C:19]3[CH:20]=[C:21]([OH:27])[CH:22]=[C:23]([O:25][CH3:26])[CH:24]=3)=[N:11][C:12]([N:13]3[CH2:18][CH2:17][O:16][CH2:15][CH2:14]3)=[C:7]2[CH:6]=[N:5]1)([CH3:3])[CH3:2].C([O-])([O-])=O.[K+].[K+].Cl[CH2:35][CH:36]1[CH2:38][O:37]1. Product: [CH:1]([N:4]1[C:8]2=[N:9][C:10]([C:19]3[CH:20]=[C:21]([O:27][CH2:35][CH:36]4[CH2:38][O:37]4)[CH:22]=[C:23]([O:25][CH3:26])[CH:24]=3)=[N:11][C:12]([N:13]3[CH2:18][CH2:17][O:16][CH2:15][CH2:14]3)=[C:7]2[CH:6]=[N:5]1)([CH3:3])[CH3:2]. The catalyst class is: 23. (2) Reactant: [CH3:1][O:2][C:3]1[CH:12]=[C:11]2[C:6]([C:7](=[O:18])[CH:8]=[C:9]([C:13]([O:15][CH2:16][CH3:17])=[O:14])[O:10]2)=[CH:5][CH:4]=1.C([O-])=O.[NH4+]. Product: [CH3:1][O:2][C:3]1[CH:12]=[C:11]2[C:6]([C:7](=[O:18])[CH2:8][CH:9]([C:13]([O:15][CH2:16][CH3:17])=[O:14])[O:10]2)=[CH:5][CH:4]=1. The catalyst class is: 29. (3) Reactant: [Cl:1][C:2]1[CH:3]=[CH:4][C:5]2[O:9][CH:8]([CH2:10][OH:11])[CH2:7][C:6]=2[CH:12]=1.CC1(C)N([O])C(C)(C)CCC1.[O-:24]Cl.[Na+].Cl. Product: [Cl:1][C:2]1[CH:3]=[CH:4][C:5]2[O:9][CH:8]([C:10]([OH:24])=[O:11])[CH2:7][C:6]=2[CH:12]=1. The catalyst class is: 578. (4) Reactant: [NH:1]1[CH2:5][CH2:4][CH2:3][C@H:2]1[C:6]1[O:10][N:9]=[C:8]([C:11]2[CH:12]=[C:13]([CH:16]=[CH:17][CH:18]=2)[C:14]#[N:15])[N:7]=1.[S:19]1[CH:23]=[CH:22][N:21]=[C:20]1[CH:24]=O.C(O[BH-](OC(=O)C)OC(=O)C)(=O)C.[Na+]. The catalyst class is: 68. Product: [S:19]1[CH:23]=[CH:22][N:21]=[C:20]1[CH2:24][N:1]1[CH2:5][CH2:4][CH2:3][C@H:2]1[C:6]1[O:10][N:9]=[C:8]([C:11]2[CH:12]=[C:13]([CH:16]=[CH:17][CH:18]=2)[C:14]#[N:15])[N:7]=1. (5) Reactant: N[C:2]([C:7]1[CH:12]=[CH:11][CH:10]=[C:9]([Br:13])[CH:8]=1)([CH3:6])[C:3]([OH:5])=[O:4].O1CCOCC1.[CH3:20][C:21]([O:24][C:25](O[C:25]([O:24][C:21]([CH3:23])([CH3:22])[CH3:20])=[O:26])=[O:26])([CH3:23])[CH3:22]. Product: [Br:13][C:9]1[CH:8]=[C:7]([C:2]([C:25]([O:24][C:21]([CH3:23])([CH3:22])[CH3:20])=[O:26])([CH3:6])[C:3]([OH:5])=[O:4])[CH:12]=[CH:11][CH:10]=1. The catalyst class is: 500.